From a dataset of Catalyst prediction with 721,799 reactions and 888 catalyst types from USPTO. Predict which catalyst facilitates the given reaction. (1) Reactant: [CH3:1][O:2][CH:3]([O:16][CH3:17])[C:4]1[N:13]=[C:12]2[C:7]([CH2:8][CH2:9][CH2:10][NH:11]2)=[CH:6][C:5]=1[O:14][CH3:15].[C:18]1([O:24][C:25](=O)[O:26]C2C=CC=CC=2)[CH:23]=[CH:22][CH:21]=[CH:20][CH:19]=1.[Li+].C[Si]([N-][Si](C)(C)C)(C)C. Product: [CH3:17][O:16][CH:3]([O:2][CH3:1])[C:4]1[N:13]=[C:12]2[C:7]([CH2:8][CH2:9][CH2:10][N:11]2[C:25]([O:24][C:18]2[CH:23]=[CH:22][CH:21]=[CH:20][CH:19]=2)=[O:26])=[CH:6][C:5]=1[O:14][CH3:15]. The catalyst class is: 1. (2) Reactant: [CH3:1][O:2][C:3]1[CH:4]=[C:5]2[C:10](=[CH:11][C:12]=1[O:13][CH2:14][CH2:15][N:16]1[CH2:21][CH2:20][O:19][CH2:18][CH2:17]1)[N:9]=[CH:8][N:7]=[C:6]2[O:22][C:23]1[CH:24]=[C:25]([CH:27]=[CH:28][CH:29]=1)[NH2:26].[F:30][C:31]([C:34]1[CH:38]=[C:37]([NH:39][C:40](=O)[O:41]C2C=CC=CC=2)[O:36][N:35]=1)([CH3:33])[CH3:32]. Product: [F:30][C:31]([C:34]1[CH:38]=[C:37]([NH:39][C:40]([NH:26][C:25]2[CH:27]=[CH:28][CH:29]=[C:23]([O:22][C:6]3[C:5]4[C:10](=[CH:11][C:12]([O:13][CH2:14][CH2:15][N:16]5[CH2:21][CH2:20][O:19][CH2:18][CH2:17]5)=[C:3]([O:2][CH3:1])[CH:4]=4)[N:9]=[CH:8][N:7]=3)[CH:24]=2)=[O:41])[O:36][N:35]=1)([CH3:32])[CH3:33]. The catalyst class is: 277. (3) Reactant: [C:1]([C:3]1[N:8]=[C:7]([CH2:9][CH:10]([C:16]2[CH:21]=[CH:20][C:19]([O:22][CH3:23])=[CH:18][C:17]=2[NH:24]C(=O)OC(C)(C)C)[C:11]([CH:13]2[CH2:15][CH2:14]2)=O)[CH:6]=[CH:5][CH:4]=1)#[N:2].FC(F)(F)C(O)=O. Product: [CH:13]1([C:11]2[NH:24][C:17]3[C:16]([C:10]=2[CH2:9][C:7]2[N:8]=[C:3]([C:1]#[N:2])[CH:4]=[CH:5][CH:6]=2)=[CH:21][CH:20]=[C:19]([O:22][CH3:23])[CH:18]=3)[CH2:15][CH2:14]1. The catalyst class is: 245. (4) Reactant: [OH-].[Na+].C([O:5][C:6](=[O:20])[C:7]1[CH:12]=[CH:11][C:10]([O:13][CH2:14][CH3:15])=[C:9]([NH:16][C:17]([NH2:19])=[S:18])[CH:8]=1)C. Product: [CH2:14]([O:13][C:10]1[CH:11]=[CH:12][C:7]([C:6]([OH:20])=[O:5])=[CH:8][C:9]=1[NH:16][C:17]([NH2:19])=[S:18])[CH3:15]. The catalyst class is: 5. (5) Reactant: F[C:2]1[CH:7]=[CH:6][CH:5]=[C:4]([F:8])[C:3]=1[N+:9]([O-:11])=[O:10].[CH3:12][O:13][C:14]1[CH:19]=[CH:18][C:17]([NH2:20])=[CH:16][CH:15]=1.C(=O)([O-])[O-].[K+].[K+].O. The catalyst class is: 9. Product: [F:8][C:4]1[C:3]([N+:9]([O-:11])=[O:10])=[C:2]([CH:7]=[CH:6][CH:5]=1)[NH:20][C:17]1[CH:18]=[CH:19][C:14]([O:13][CH3:12])=[CH:15][CH:16]=1. (6) The catalyst class is: 5. Product: [P:1]([OH:5])([OH:4])([OH:3])=[O:2].[F:6][C:7]1[CH:12]=[CH:11][CH:10]=[CH:9][C:8]=1[N:13]1[C:21]2[C:16](=[CH:17][CH:18]=[CH:19][CH:20]=2)[C:15]([O:22][CH:23]2[CH2:28][CH2:27][NH:26][CH2:25][CH2:24]2)=[N:14]1. Reactant: [P:1](=[O:5])([OH:4])([OH:3])[OH:2].[F:6][C:7]1[CH:12]=[CH:11][CH:10]=[CH:9][C:8]=1[N:13]1[C:21]2[C:16](=[CH:17][CH:18]=[CH:19][CH:20]=2)[C:15]([O:22][CH:23]2[CH2:28][CH2:27][NH:26][CH2:25][CH2:24]2)=[N:14]1.N#N.CC(OC)(C)C.